Task: Predict the reactants needed to synthesize the given product.. Dataset: Full USPTO retrosynthesis dataset with 1.9M reactions from patents (1976-2016) (1) Given the product [CH:12]12[CH2:11][CH2:10][CH:9]([CH2:8][NH:7][CH2:6]1)[C:18]1[C:13]2=[CH:14][C:4]([NH2:1])=[CH:5][CH:17]=1, predict the reactants needed to synthesize it. The reactants are: [N+:1]([C:4]1[CH:14]=[CH:13][C:12]2[CH:11]3CC[N:7]([CH2:8][CH2:9][CH2:10]3)[C:6]=2[CH:5]=1)([O-])=O.[C:17](O)(=O)[CH3:18]. (2) Given the product [Br:19][C:12]1[C:8]([C:6]([N:5]([CH2:15][CH2:16][CH2:17][CH3:18])[CH2:1][CH2:2][CH2:3][CH3:4])=[O:7])=[N:9][NH:10][C:11]=1[CH3:14], predict the reactants needed to synthesize it. The reactants are: [CH2:1]([N:5]([CH2:15][CH2:16][CH2:17][CH3:18])[C:6]([C:8]1[C:12](Cl)=[C:11]([CH3:14])[NH:10][N:9]=1)=[O:7])[CH2:2][CH2:3][CH3:4].[Br:19]C1C(C(OCC)=O)=NNC=1C. (3) Given the product [O:1]=[C:2]1[C:10]2[C:5](=[C:6]([C:11]([NH:34][CH2:35][C:36]([O:38][C:39]([CH3:42])([CH3:41])[CH3:40])=[O:37])=[O:13])[CH:7]=[CH:8][CH:9]=2)[CH2:4][CH2:3]1, predict the reactants needed to synthesize it. The reactants are: [O:1]=[C:2]1[C:10]2[CH:9]=[CH:8][CH:7]=[C:6]([C:11]([OH:13])=O)[C:5]=2[CH2:4][CH2:3]1.C(N=C=NC(C)C)(C)C.O.ON1C2C=CC=CC=2N=N1.[NH2:34][CH2:35][C:36]([O:38][C:39]([CH3:42])([CH3:41])[CH3:40])=[O:37].